This data is from Catalyst prediction with 721,799 reactions and 888 catalyst types from USPTO. The task is: Predict which catalyst facilitates the given reaction. (1) Reactant: [Cl:1][C:2]1[C:7]([CH:8]=C)=[CH:6][N:5]=[C:4]([NH:10][C:11](=[O:13])[CH3:12])[CH:3]=1.N1C(C)=CC=CC=1C.I([O-])(=O)(=O)=[O:23].[Na+]. Product: [Cl:1][C:2]1[C:7]([CH:8]=[O:23])=[CH:6][N:5]=[C:4]([NH:10][C:11](=[O:13])[CH3:12])[CH:3]=1. The catalyst class is: 785. (2) Reactant: [CH3:1][C:2]1[CH:18]=[CH:17][CH:16]=[C:15]([CH3:19])[C:3]=1[CH2:4][O:5][C:6]1[C:7]([CH3:14])=[C:8]([CH2:12]O)[CH:9]=[CH:10][CH:11]=1.C(Br)(Br)(Br)[Br:21].C1(P(C2C=CC=CC=2)C2C=CC=CC=2)C=CC=CC=1. Product: [Br:21][CH2:12][C:8]1[CH:9]=[CH:10][CH:11]=[C:6]([O:5][CH2:4][C:3]2[C:2]([CH3:1])=[CH:18][CH:17]=[CH:16][C:15]=2[CH3:19])[C:7]=1[CH3:14]. The catalyst class is: 2. (3) Reactant: [Br:1][C:2]1[S:6][C:5]([C:7](=[NH:11])OCC)=[C:4]([C:12]2[CH:17]=[CH:16][C:15]([Cl:18])=[CH:14][C:13]=2[Cl:19])[C:3]=1[C:20]#[N:21].Cl.Cl.N[CH:25]([CH2:30][NH2:31])[C:26]([O:28][CH3:29])=[O:27]. Product: [Br:1][C:2]1[S:6][C:5]([C:7]2[NH:11][CH:25]([C:26]([O:28][CH3:29])=[O:27])[CH2:30][N:31]=2)=[C:4]([C:12]2[CH:17]=[CH:16][C:15]([Cl:18])=[CH:14][C:13]=2[Cl:19])[C:3]=1[C:20]#[N:21]. The catalyst class is: 8.